This data is from Catalyst prediction with 721,799 reactions and 888 catalyst types from USPTO. The task is: Predict which catalyst facilitates the given reaction. (1) Reactant: [NH2:1][CH:2]([CH2:12][C:13]1[CH:18]=[CH:17][C:16]([C:19]([F:22])([F:21])[F:20])=[CH:15][CH:14]=1)[CH:3]([C:5]1[CH:10]=[CH:9][C:8]([F:11])=[CH:7][CH:6]=1)[OH:4].[CH3:23][O:24][CH2:25][C:26]1[C:35]2[C:30](=[CH:31][CH:32]=[CH:33][CH:34]=2)[C:29]([C:36](O)=[O:37])=[CH:28][CH:27]=1.Cl.C(N=C=NCCCN(C)C)C.ON1C2C=CC=CC=2N=N1. Product: [F:11][C:8]1[CH:9]=[CH:10][C:5]([C@@H:3]([OH:4])[C@@H:2]([NH:1][C:36]([C:29]2[C:30]3[C:35](=[CH:34][CH:33]=[CH:32][CH:31]=3)[C:26]([CH2:25][O:24][CH3:23])=[CH:27][CH:28]=2)=[O:37])[CH2:12][C:13]2[CH:18]=[CH:17][C:16]([C:19]([F:22])([F:20])[F:21])=[CH:15][CH:14]=2)=[CH:6][CH:7]=1. The catalyst class is: 47. (2) Reactant: [Cl:1][C:2]1[CH:3]=[C:4]([CH:12]([CH2:30][CH:31]2[CH2:35][CH2:34][CH2:33][CH2:32]2)[C:13]([NH:15][C:16]2[CH:21]=[N:20][C:19]([CH:22]=[C:23]3[C:27](=[O:28])[NH:26][C:25](=[O:29])[NH:24]3)=[CH:18][N:17]=2)=[O:14])[CH:5]=[CH:6][C:7]=1[S:8]([CH3:11])(=[O:10])=[O:9]. Product: [Cl:1][C:2]1[CH:3]=[C:4]([CH:12]([CH2:30][CH:31]2[CH2:32][CH2:33][CH2:34][CH2:35]2)[C:13]([NH:15][C:16]2[CH:21]=[N:20][C:19]([CH2:22][CH:23]3[C:27](=[O:28])[NH:26][C:25](=[O:29])[NH:24]3)=[CH:18][N:17]=2)=[O:14])[CH:5]=[CH:6][C:7]=1[S:8]([CH3:11])(=[O:10])=[O:9]. The catalyst class is: 29.